From a dataset of Full USPTO retrosynthesis dataset with 1.9M reactions from patents (1976-2016). Predict the reactants needed to synthesize the given product. (1) Given the product [P:36]([OH:37])([OH:45])([O:27][CH2:26][C@@H:24]1[O:23][C:22](=[O:28])[N:21]([C:4]2[CH:5]=[CH:6][C:7]([C:8]3[CH:9]=[N:10][C:11]([NH:14][C:15]4[N:19]([CH3:20])[N:18]=[N:17][N:16]=4)=[CH:12][CH:13]=3)=[C:2]([F:1])[CH:3]=2)[CH2:25]1)=[O:41], predict the reactants needed to synthesize it. The reactants are: [F:1][C:2]1[CH:3]=[C:4]([N:21]2[CH2:25][C@H:24]([CH2:26][OH:27])[O:23][C:22]2=[O:28])[CH:5]=[CH:6][C:7]=1[C:8]1[CH:9]=[N:10][C:11]([NH:14][C:15]2[N:19]([CH3:20])[N:18]=[N:17][N:16]=2)=[CH:12][CH:13]=1.C(N(CC)CC)C.[P:36](Cl)(Cl)(Cl)=[O:37].[OH2:41].C1C[O:45]CC1. (2) Given the product [O:9]=[C:5]1[C@@H:4]([O:3][Si:2]([CH3:11])([CH3:10])[CH3:1])[CH2:8][CH2:7][N:6]1[C:12]([O:14][C:15]([CH3:18])([CH3:17])[CH3:16])=[O:13], predict the reactants needed to synthesize it. The reactants are: [CH3:1][Si:2]([CH3:11])([CH3:10])[O:3][C@H:4]1[CH2:8][CH2:7][NH:6][C:5]1=[O:9].[C:12](O[C:12]([O:14][C:15]([CH3:18])([CH3:17])[CH3:16])=[O:13])([O:14][C:15]([CH3:18])([CH3:17])[CH3:16])=[O:13].C(N(CC)CC)C.CN(C1C=CC=CN=1)C.Cl. (3) Given the product [NH2:14][C:10]1[CH:9]=[C:8]([CH2:7][C:6]([N:4]2[CH2:3][CH:2]([OH:1])[CH2:5]2)=[O:17])[CH:13]=[CH:12][CH:11]=1, predict the reactants needed to synthesize it. The reactants are: [OH:1][CH:2]1[CH2:5][N:4]([C:6](=[O:17])[CH2:7][C:8]2[CH:13]=[CH:12][CH:11]=[C:10]([N+:14]([O-])=O)[CH:9]=2)[CH2:3]1. (4) The reactants are: [NH2:1][C:2]1[C:3]([C:17]([NH:19][CH3:20])=[O:18])=[N:4][C:5]([C:8]2[CH:13]=[CH:12][CH:11]=[C:10]([C:14]([NH2:16])=[NH:15])[CH:9]=2)=[CH:6][N:7]=1.C([O-])([O-])=O.[K+].[K+].O. Given the product [NH2:1][C:2]1[C:3]([C:17]([NH:19][CH3:20])=[O:18])=[N:4][C:5]([C:8]2[CH:13]=[CH:12][CH:11]=[C:10]([C:14]3[NH:16][CH:6]=[C:5]([C:8]4[CH:13]=[CH:12][CH:11]=[CH:10][CH:9]=4)[N:15]=3)[CH:9]=2)=[CH:6][N:7]=1, predict the reactants needed to synthesize it. (5) Given the product [C:17]1([NH:1][C:2]2[C:7]3[C:8](=[O:16])[C:9]4[S:15][CH:14]=[CH:13][C:10]=4[CH2:11][S:12][C:6]=3[CH:5]=[CH:4][CH:3]=2)[CH:22]=[CH:21][CH:20]=[CH:19][CH:18]=1, predict the reactants needed to synthesize it. The reactants are: [NH2:1][C:2]1[C:7]2[C:8](=[O:16])[C:9]3[S:15][CH:14]=[CH:13][C:10]=3[CH2:11][S:12][C:6]=2[CH:5]=[CH:4][CH:3]=1.[C:17]1(OB(O)O)[CH:22]=[CH:21][CH:20]=[CH:19][CH:18]=1.C(N(CC)CC)C. (6) Given the product [NH2:40][C:37]([CH3:39])([CH3:38])[CH2:36][N:15]1[C:11]2=[N:12][CH:13]=[N:14][C:9]([NH2:8])=[C:10]2[C:17]([C:18]2[CH:23]=[CH:22][C:21]([O:24][C:25]3[C:30]([F:31])=[C:29]([F:32])[CH:28]=[C:27]([F:33])[C:26]=3[F:34])=[CH:20][C:19]=2[F:35])=[N:16]1.[ClH:1], predict the reactants needed to synthesize it. The reactants are: [ClH:1].CCOC(C)=O.[NH2:8][C:9]1[N:14]=[CH:13][N:12]=[C:11]2[N:15]([CH2:36][C:37]([NH:40]C(=O)OC(C)(C)C)([CH3:39])[CH3:38])[N:16]=[C:17]([C:18]3[CH:23]=[CH:22][C:21]([O:24][C:25]4[C:30]([F:31])=[C:29]([F:32])[CH:28]=[C:27]([F:33])[C:26]=4[F:34])=[CH:20][C:19]=3[F:35])[C:10]=12. (7) Given the product [F:11][C:12]1[CH:17]=[CH:16][C:15]([C:18]2[N:22]=[C:21]([C@H:23]3[CH2:28][CH2:27][CH2:26][N:25]([C:7]([C:3]4[C:2]([CH3:1])=[CH:6][NH:5][CH:4]=4)=[O:9])[CH2:24]3)[O:20][N:19]=2)=[CH:14][CH:13]=1, predict the reactants needed to synthesize it. The reactants are: [CH3:1][C:2]1[C:3]([C:7]([OH:9])=O)=[CH:4][NH:5][CH:6]=1.Cl.[F:11][C:12]1[CH:17]=[CH:16][C:15]([C:18]2[N:22]=[C:21]([C@H:23]3[CH2:28][CH2:27][CH2:26][NH:25][CH2:24]3)[O:20][N:19]=2)=[CH:14][CH:13]=1.